Dataset: NCI-60 drug combinations with 297,098 pairs across 59 cell lines. Task: Regression. Given two drug SMILES strings and cell line genomic features, predict the synergy score measuring deviation from expected non-interaction effect. (1) Drug 1: COC1=CC(=CC(=C1O)OC)C2C3C(COC3=O)C(C4=CC5=C(C=C24)OCO5)OC6C(C(C7C(O6)COC(O7)C8=CC=CS8)O)O. Drug 2: C1CN1P(=S)(N2CC2)N3CC3. Cell line: HT29. Synergy scores: CSS=36.6, Synergy_ZIP=-0.795, Synergy_Bliss=2.54, Synergy_Loewe=-15.7, Synergy_HSA=3.45. (2) Drug 1: CC1=C(C=C(C=C1)NC(=O)C2=CC=C(C=C2)CN3CCN(CC3)C)NC4=NC=CC(=N4)C5=CN=CC=C5. Drug 2: CCCCCOC(=O)NC1=NC(=O)N(C=C1F)C2C(C(C(O2)C)O)O. Cell line: OVCAR3. Synergy scores: CSS=-9.58, Synergy_ZIP=5.24, Synergy_Bliss=5.14, Synergy_Loewe=-5.42, Synergy_HSA=-5.30.